From a dataset of Reaction yield outcomes from USPTO patents with 853,638 reactions. Predict the reaction yield, written as a fraction of the theoretical maximum amount of product (1.0 means a 100% yield; for example, 0.34 means a 34% yield). The reactants are [Cl:1][C:2]1[CH:3]=[CH:4][C:5]([NH:11][C:12](=[O:15])[CH2:13]Cl)=[C:6]([CH:10]=1)[C:7]([OH:9])=[O:8].[CH:16]([NH2:29])([C:23]1[CH:28]=[CH:27][CH:26]=[CH:25][CH:24]=1)[C:17]1[CH:22]=[CH:21][CH:20]=[CH:19][CH:18]=1.[I-].[Na+]. The catalyst is CN(C=O)C.C(OCC)(=O)C. The product is [Cl:1][C:2]1[CH:3]=[CH:4][C:5]([NH:11][C:12](=[O:15])[CH2:13][NH:29][CH:16]([C:17]2[CH:22]=[CH:21][CH:20]=[CH:19][CH:18]=2)[C:23]2[CH:28]=[CH:27][CH:26]=[CH:25][CH:24]=2)=[C:6]([CH:10]=1)[C:7]([OH:9])=[O:8]. The yield is 0.490.